This data is from Catalyst prediction with 721,799 reactions and 888 catalyst types from USPTO. The task is: Predict which catalyst facilitates the given reaction. (1) Reactant: [CH2:1]([O:3][CH2:4][CH2:5][S:6][C:7]1[CH:12]=[C:11]([CH3:13])[CH:10]=[C:9]([CH3:14])[CH:8]=1)[CH3:2].[Br:15]Br.O. Product: [CH2:1]([O:3][CH2:4][CH2:5][S:6][C:7]1[CH:8]=[C:9]([CH3:14])[C:10]([Br:15])=[C:11]([CH3:13])[CH:12]=1)[CH3:2]. The catalyst class is: 15. (2) Reactant: [OH:1][CH2:2][C:3]1[CH:8]=[C:7]([CH3:9])[N:6]=[C:5]([O:10][C@@H:11]([C:16]([O:29][CH3:30])([C:23]2[CH:28]=[CH:27][CH:26]=[CH:25][CH:24]=2)[C:17]2[CH:22]=[CH:21][CH:20]=[CH:19][CH:18]=2)[C:12]([O:14]C)=[O:13])[N:4]=1.[OH-].[Na+]. Product: [OH:1][CH2:2][C:3]1[CH:8]=[C:7]([CH3:9])[N:6]=[C:5]([O:10][C@@H:11]([C:16]([O:29][CH3:30])([C:17]2[CH:22]=[CH:21][CH:20]=[CH:19][CH:18]=2)[C:23]2[CH:24]=[CH:25][CH:26]=[CH:27][CH:28]=2)[C:12]([OH:14])=[O:13])[N:4]=1. The catalyst class is: 24. (3) Reactant: [H-].[Na+].[C:3]([O:7][CH2:8][CH3:9])(=[O:6])[CH2:4][OH:5].[Br:10][C:11]1[CH:12]=[C:13]([N+:18]([O-:20])=[O:19])[C:14](Cl)=[N:15][CH:16]=1.[H-].[Na+].C(OCC)(=O)CO. Product: [Br:10][C:11]1[CH:12]=[C:13]([N+:18]([O-:20])=[O:19])[C:14]([O:5][CH2:4][C:3]([O:7][CH2:8][CH3:9])=[O:6])=[N:15][CH:16]=1. The catalyst class is: 12.